This data is from NCI-60 drug combinations with 297,098 pairs across 59 cell lines. The task is: Regression. Given two drug SMILES strings and cell line genomic features, predict the synergy score measuring deviation from expected non-interaction effect. (1) Drug 1: CC1C(C(=O)NC(C(=O)N2CCCC2C(=O)N(CC(=O)N(C(C(=O)O1)C(C)C)C)C)C(C)C)NC(=O)C3=C4C(=C(C=C3)C)OC5=C(C(=O)C(=C(C5=N4)C(=O)NC6C(OC(=O)C(N(C(=O)CN(C(=O)C7CCCN7C(=O)C(NC6=O)C(C)C)C)C)C(C)C)C)N)C. Drug 2: CC(C)(C#N)C1=CC(=CC(=C1)CN2C=NC=N2)C(C)(C)C#N. Cell line: 786-0. Synergy scores: CSS=7.01, Synergy_ZIP=-3.87, Synergy_Bliss=2.05, Synergy_Loewe=-12.6, Synergy_HSA=0.508. (2) Drug 1: CS(=O)(=O)OCCCCOS(=O)(=O)C. Drug 2: CC(C)CN1C=NC2=C1C3=CC=CC=C3N=C2N. Cell line: HCC-2998. Synergy scores: CSS=1.99, Synergy_ZIP=-2.45, Synergy_Bliss=-9.36, Synergy_Loewe=-4.66, Synergy_HSA=-9.86. (3) Drug 1: CC1C(C(CC(O1)OC2CC(CC3=C2C(=C4C(=C3O)C(=O)C5=C(C4=O)C(=CC=C5)OC)O)(C(=O)CO)O)N)O.Cl. Drug 2: CC(C)CN1C=NC2=C1C3=CC=CC=C3N=C2N. Cell line: LOX IMVI. Synergy scores: CSS=14.0, Synergy_ZIP=-0.151, Synergy_Bliss=1.52, Synergy_Loewe=-10.2, Synergy_HSA=-2.51. (4) Cell line: MCF7. Drug 1: CN(C)N=NC1=C(NC=N1)C(=O)N. Synergy scores: CSS=0.359, Synergy_ZIP=-1.08, Synergy_Bliss=-3.36, Synergy_Loewe=-4.58, Synergy_HSA=-3.66. Drug 2: C1C(C(OC1N2C=NC3=C2NC=NCC3O)CO)O. (5) Drug 1: C1CN1P(=S)(N2CC2)N3CC3. Drug 2: CCC1(CC2CC(C3=C(CCN(C2)C1)C4=CC=CC=C4N3)(C5=C(C=C6C(=C5)C78CCN9C7C(C=CC9)(C(C(C8N6C=O)(C(=O)OC)O)OC(=O)C)CC)OC)C(=O)OC)O.OS(=O)(=O)O. Cell line: SF-268. Synergy scores: CSS=49.7, Synergy_ZIP=-6.82, Synergy_Bliss=0.275, Synergy_Loewe=-55.6, Synergy_HSA=-0.264. (6) Drug 1: C1C(C(OC1N2C=NC3=C2NC=NCC3O)CO)O. Drug 2: CCC1(C2=C(COC1=O)C(=O)N3CC4=CC5=C(C=CC(=C5CN(C)C)O)N=C4C3=C2)O.Cl. Cell line: IGROV1. Synergy scores: CSS=22.7, Synergy_ZIP=-7.81, Synergy_Bliss=-2.93, Synergy_Loewe=-21.8, Synergy_HSA=-2.69. (7) Drug 2: CN(CC1=CN=C2C(=N1)C(=NC(=N2)N)N)C3=CC=C(C=C3)C(=O)NC(CCC(=O)O)C(=O)O. Drug 1: CC(CN1CC(=O)NC(=O)C1)N2CC(=O)NC(=O)C2. Synergy scores: CSS=30.5, Synergy_ZIP=-11.9, Synergy_Bliss=-2.33, Synergy_Loewe=0.481, Synergy_HSA=1.91. Cell line: NCIH23. (8) Drug 1: CNC(=O)C1=NC=CC(=C1)OC2=CC=C(C=C2)NC(=O)NC3=CC(=C(C=C3)Cl)C(F)(F)F. Drug 2: C1=CN(C=N1)CC(O)(P(=O)(O)O)P(=O)(O)O. Cell line: SK-MEL-5. Synergy scores: CSS=-6.32, Synergy_ZIP=4.32, Synergy_Bliss=1.45, Synergy_Loewe=-5.54, Synergy_HSA=-4.87. (9) Synergy scores: CSS=30.5, Synergy_ZIP=-1.51, Synergy_Bliss=-0.373, Synergy_Loewe=1.26, Synergy_HSA=1.48. Drug 2: CC1=C(C(=CC=C1)Cl)NC(=O)C2=CN=C(S2)NC3=CC(=NC(=N3)C)N4CCN(CC4)CCO. Cell line: A498. Drug 1: C1=C(C(=O)NC(=O)N1)F.